From a dataset of Forward reaction prediction with 1.9M reactions from USPTO patents (1976-2016). Predict the product of the given reaction. (1) Given the reactants [F:1][C:2]1[CH:7]=[CH:6][C:5]([Mg]Br)=[CH:4][CH:3]=1.[CH3:10][C:11]1[CH:18]=[C:17]([CH3:19])[CH:16]=[CH:15][C:12]=1[C:13]#[N:14].CO.[BH4-].[Na+], predict the reaction product. The product is: [CH3:10][C:11]1[CH:18]=[C:17]([CH3:19])[CH:16]=[CH:15][C:12]=1[CH:13]([C:5]1[CH:6]=[CH:7][C:2]([F:1])=[CH:3][CH:4]=1)[NH2:14]. (2) Given the reactants [Cl:1][C:2]1[CH:3]=[C:4]([O:12][C@H:13]2[CH2:18][CH2:17][C@H:16]([N:19]([CH3:21])[CH3:20])[CH2:15][CH2:14]2)[C:5]([CH3:11])=[C:6]([CH:10]=1)[C:7]([OH:9])=O.Cl.[NH2:23][CH2:24][C:25]1[C:30](=[O:31])[CH:29]=[C:28]([CH3:32])[NH:27][C:26]=1[CH3:33].C(Cl)CCl.C1C=NC2N(O)N=NC=2C=1.CN1CCOCC1.C([O-])([O-])=O.[Na+].[Na+], predict the reaction product. The product is: [Cl:1][C:2]1[CH:3]=[C:4]([O:12][C@H:13]2[CH2:18][CH2:17][C@H:16]([N:19]([CH3:21])[CH3:20])[CH2:15][CH2:14]2)[C:5]([CH3:11])=[C:6]([CH:10]=1)[C:7]([NH:23][CH2:24][C:25]1[C:30](=[O:31])[CH:29]=[C:28]([CH3:32])[NH:27][C:26]=1[CH3:33])=[O:9]. (3) Given the reactants [C:1]1([NH2:8])[CH:6]=[CH:5][CH:4]=[CH:3][C:2]=1[NH2:7].[F:9][CH:10]([F:14])[C:11](O)=O.C(=O)([O-])[O-].[Na+].[Na+], predict the reaction product. The product is: [F:9][CH:10]([F:14])[C:11]1[NH:8][C:1]2[CH:6]=[CH:5][CH:4]=[CH:3][C:2]=2[N:7]=1. (4) Given the reactants Cl[C:2]1[CH:7]=[CH:6][C:5]([O:8]C(=O)NC(C)C)=[C:4]([F:15])[CH:3]=1.N[CH2:17]CCCN.[Li]CCCC.[OH-:27].[Na+].[ClH:29], predict the reaction product. The product is: [Cl:29][C:2]1[CH:3]=[C:4]([F:15])[C:5]([OH:8])=[C:6]([CH:7]=1)[CH:17]=[O:27]. (5) Given the reactants [OH-].[NH4+].FC(F)(F)C(O)=O.[Cl:10][C:11]1[C:16](I)=[CH:15][CH:14]=[CH:13][N:12]=1.N1CCC1.C1(C2C3C(=CC=CC=3)C=CC=2P(C2C=CC=CC=2)C2C=CC=CC=2)C2C(=CC=CC=2)C=CC=1P(C1C=CC=CC=1)C1C=CC=CC=1.[C:68](=[O:71])([O-:70])[O-:69].[Cs+:72].[Cs+].Cl[C:75]1[C:80]([OH:81])=[CH:79]C=CN=1.BrC1CC1, predict the reaction product. The product is: [Cl:10][C:11]1[CH:16]=[CH:15][CH:14]=[CH:13][N:12]=1.[C:68](=[O:69])([O-:71])[O-:70].[Cs+:72].[Cs+:72].[Cl:10][C:11]1[C:16]([O:81][CH:80]2[CH2:75][CH2:79]2)=[CH:15][CH:14]=[CH:13][N:12]=1. (6) Given the reactants Br[C:2]1[CH:40]=[CH:39][C:5]([CH2:6][N:7]2[C:11]3[CH:12]=[CH:13][C:14]([O:16][CH2:17][C:18]4[CH:27]=[CH:26][C:25]5[C:20](=[CH:21][CH:22]=[CH:23][CH:24]=5)[N:19]=4)=[CH:15][C:10]=3[N:9]=[C:8]2[CH2:28][C:29]2([C:34]([O:36][CH2:37][CH3:38])=[O:35])[CH2:33][CH2:32][CH2:31][CH2:30]2)=[CH:4][CH:3]=1.CC(OC1C=CC=C(OC(C)C)C=1C1C(P(C2CCCCC2)C2CCCCC2)=CC=CC=1)C.[NH:74]1[CH2:79][CH2:78][O:77][CH2:76][CH2:75]1.CC([O-])(C)C.[Na+], predict the reaction product. The product is: [O:77]1[CH2:78][CH2:79][N:74]([C:2]2[CH:40]=[CH:39][C:5]([CH2:6][N:7]3[C:11]4[CH:12]=[CH:13][C:14]([O:16][CH2:17][C:18]5[CH:27]=[CH:26][C:25]6[C:20](=[CH:21][CH:22]=[CH:23][CH:24]=6)[N:19]=5)=[CH:15][C:10]=4[N:9]=[C:8]3[CH2:28][C:29]3([C:34]([O:36][CH2:37][CH3:38])=[O:35])[CH2:33][CH2:32][CH2:31][CH2:30]3)=[CH:4][CH:3]=2)[CH2:75][CH2:76]1. (7) Given the reactants O[CH2:2][C:3]1[CH:4]=[CH:5][C:6]([O:11][CH:12]([CH3:14])[CH3:13])=[C:7]([CH:10]=1)[C:8]#[N:9].S(Cl)([Cl:17])=O, predict the reaction product. The product is: [Cl:17][CH2:2][C:3]1[CH:4]=[CH:5][C:6]([O:11][CH:12]([CH3:14])[CH3:13])=[C:7]([CH:10]=1)[C:8]#[N:9]. (8) Given the reactants [O:1]=[C:2]1[CH2:5][CH:4]([C:6]([O:8][C:9]([CH3:12])([CH3:11])[CH3:10])=[O:7])[CH2:3]1.[BH4-].[Na+].O.C([O-])([O-])=O.[Na+].[Na+], predict the reaction product. The product is: [OH:1][CH:2]1[CH2:5][CH:4]([C:6]([O:8][C:9]([CH3:12])([CH3:11])[CH3:10])=[O:7])[CH2:3]1.